The task is: Predict the product of the given reaction.. This data is from Forward reaction prediction with 1.9M reactions from USPTO patents (1976-2016). Given the reactants [N:1]1([CH2:7][C:8]2[CH:13]=[CH:12][C:11]([CH2:14][NH:15][C:16](=[O:18])[CH3:17])=[CH:10][CH:9]=2)[CH2:6][CH2:5][NH:4][CH2:3][CH2:2]1.Cl[C:20]1[N:25]=[C:24]([N:26]([CH3:28])[CH3:27])[CH:23]=[CH:22][N:21]=1, predict the reaction product. The product is: [CH3:27][N:26]([C:24]1[CH:23]=[CH:22][N:21]=[C:20]([N:4]2[CH2:5][CH2:6][N:1]([CH2:7][C:8]3[CH:9]=[CH:10][C:11]([CH2:14][NH:15][C:16](=[O:18])[CH3:17])=[CH:12][CH:13]=3)[CH2:2][CH2:3]2)[N:25]=1)[CH3:28].